This data is from Full USPTO retrosynthesis dataset with 1.9M reactions from patents (1976-2016). The task is: Predict the reactants needed to synthesize the given product. (1) Given the product [CH3:34][NH:33][C:27]1[N:28]([CH2:29][CH:30]([CH3:32])[CH3:31])[C:24]2[C:23]3[CH:22]=[CH:21][CH:20]=[CH:19][C:18]=3[N:17]=[C:16]([NH2:15])[C:25]=2[N:26]=1, predict the reactants needed to synthesize it. The reactants are: FC(F)(F)C(O)=O.COC1C=CC(C[N:15](CC2C=CC(OC)=CC=2)[C:16]2[C:25]3[N:26]=[C:27]([NH:33][CH3:34])[N:28]([CH2:29][CH:30]([CH3:32])[CH3:31])[C:24]=3[C:23]3[CH:22]=[CH:21][CH:20]=[CH:19][C:18]=3[N:17]=2)=CC=1. (2) Given the product [CH2:15]1[C:23]2[C:18](=[CH:19][C:20]([N:24]3[C:29]4[N:30]=[C:31]([NH:14][C:10]5[CH:11]=[CH:12][CH:13]=[C:8]([CH2:7][N:1]6[CH2:6][CH2:5][O:4][CH2:3][CH2:2]6)[CH:9]=5)[N:32]=[CH:33][C:28]=4[C:27](=[O:38])[C:26]([C:39]([NH2:41])=[O:40])=[CH:25]3)=[CH:21][CH:22]=2)[CH2:17][CH2:16]1, predict the reactants needed to synthesize it. The reactants are: [N:1]1([CH2:7][C:8]2[CH:9]=[C:10]([NH2:14])[CH:11]=[CH:12][CH:13]=2)[CH2:6][CH2:5][O:4][CH2:3][CH2:2]1.[CH2:15]1[C:23]2[C:18](=[CH:19][C:20]([N:24]3[C:29]4[N:30]=[C:31](S(C)(=O)=O)[N:32]=[CH:33][C:28]=4[C:27](=[O:38])[C:26]([C:39]([NH2:41])=[O:40])=[CH:25]3)=[CH:21][CH:22]=2)[CH2:17][CH2:16]1. (3) Given the product [CH:33]([NH:1][CH2:2][CH2:3][S:4][C:5]1[N:6]=[CH:7][N:8]2[CH:12]=[C:11]([C:13]3[C@H:14]([CH3:27])[C@@H:15]4[C@@H:22]([C@H:23]([OH:25])[CH3:24])[C:21](=[O:26])[N:16]4[C:17]=3[C:18]([O-:20])=[O:19])[S:10][C:9]=12)=[NH:34].[Na+:28], predict the reactants needed to synthesize it. The reactants are: [NH2:1][CH2:2][CH2:3][S:4][C:5]1[N:6]=[CH:7][N:8]2[CH:12]=[C:11]([C:13]3[C@H:14]([CH3:27])[C@@H:15]4[C@@H:22]([C@H:23]([OH:25])[CH3:24])[C:21](=[O:26])[N:16]4[C:17]=3[C:18]([O-:20])=[O:19])[S:10][C:9]=12.[Na+:28].Cl.C(O[CH:33]=[NH:34])C.C(=O)([O-])[O-].[Na+].[Na+]. (4) Given the product [O:31]=[C:6]1[O:30][CH:29]2[C:28]3[C:23]([C:10]4([CH2:9][CH:8]2[CH2:7]1)[CH2:15][CH2:14][N:13]([C:16]([O:18][C:19]([CH3:20])([CH3:22])[CH3:21])=[O:17])[CH2:12][CH2:11]4)=[CH:24][CH:25]=[CH:26][CH:27]=3, predict the reactants needed to synthesize it. The reactants are: [BH4-].[Na+].[BH4-].CO[C:6](=[O:31])[CH2:7][CH:8]1[C:29](=[O:30])[C:28]2[C:23](=[CH:24][CH:25]=[CH:26][CH:27]=2)[C:10]2([CH2:15][CH2:14][N:13]([C:16]([O:18][C:19]([CH3:22])([CH3:21])[CH3:20])=[O:17])[CH2:12][CH2:11]2)[CH2:9]1. (5) Given the product [F:1][C:2]1[CH:7]=[CH:6][CH:5]=[CH:4][C:3]=1[N:8]1[CH2:9][CH2:10][N:11]([C:14]2[NH:27][C:22](=[O:24])[C:17]3[N:16]([C:20]([CH3:21])=[CH:19][CH:18]=3)[CH:15]=2)[CH2:12][CH2:13]1, predict the reactants needed to synthesize it. The reactants are: [F:1][C:2]1[CH:7]=[CH:6][CH:5]=[CH:4][C:3]=1[N:8]1[CH2:13][CH2:12][N:11]([C:14](=[NH:27])[CH2:15][N:16]2[C:20]([CH3:21])=[CH:19][CH:18]=[C:17]2[C:22]([O:24]CC)=O)[CH2:10][CH2:9]1.C(N(CC)C(C)C)(C)C. (6) Given the product [F:46][C:47]1[CH:48]=[C:49]([CH:91]=[CH:92][CH:93]=1)[CH2:50][N:51]1[CH:55]=[C:54]([C:56]2[C:64]3[C:59](=[N:60][CH:61]=[C:62]([C:65]4[CH:66]=[CH:67][C:68]([N:71]5[CH2:76][CH2:75][N:74]([CH2:77][C:78]([NH2:80])=[O:79])[CH2:73][CH2:72]5)=[CH:69][CH:70]=4)[CH:63]=3)[NH:58][CH:57]=2)[CH:53]=[N:52]1, predict the reactants needed to synthesize it. The reactants are: Cl.FC1C=C(C=CC=1)CN1C=C(C2C3C(=NC=C(C4C=CC(C5CCNCC5)=CC=4)C=3)N(S(C3C=CC(C)=CC=3)(=O)=O)C=2)C=N1.[F:46][C:47]1[CH:48]=[C:49]([CH:91]=[CH:92][CH:93]=1)[CH2:50][N:51]1[CH:55]=[C:54]([C:56]2[C:64]3[C:59](=[N:60][CH:61]=[C:62]([C:65]4[CH:70]=[CH:69][C:68]([N:71]5[CH2:76][CH2:75][N:74]([CH2:77][C:78]([NH2:80])=[O:79])[CH2:73][CH2:72]5)=[CH:67][CH:66]=4)[CH:63]=3)[N:58](S(C3C=CC(C)=CC=3)(=O)=O)[CH:57]=2)[CH:53]=[N:52]1.[OH-].[Li+]. (7) Given the product [CH2:12]([N:8]1[CH2:9][CH:10]2[C:6]([CH2:4][OH:3])([CH2:11]2)[CH2:7]1)[C:13]1[CH:14]=[CH:15][CH:16]=[CH:17][CH:18]=1, predict the reactants needed to synthesize it. The reactants are: C([O:3][C:4]([C:6]12[CH2:11][CH:10]1[CH2:9][N:8]([CH2:12][C:13]1[CH:18]=[CH:17][CH:16]=[CH:15][CH:14]=1)[CH2:7]2)=O)C.[H-].[Al+3].[Li+].[H-].[H-].[H-].